From a dataset of Catalyst prediction with 721,799 reactions and 888 catalyst types from USPTO. Predict which catalyst facilitates the given reaction. Reactant: [C:1]([C:5]1[N:6]([CH3:24])[C:7](=[O:23])[C:8]2[C:13]([C:14]=1[C:15]1[CH:20]=[CH:19][CH:18]=[CH:17][CH:16]=1)=[CH:12][C:11]([O:21]C)=[CH:10][CH:9]=2)([CH3:4])([CH3:3])[CH3:2].B(Br)(Br)Br. Product: [C:1]([C:5]1[N:6]([CH3:24])[C:7](=[O:23])[C:8]2[C:13]([C:14]=1[C:15]1[CH:16]=[CH:17][CH:18]=[CH:19][CH:20]=1)=[CH:12][C:11]([OH:21])=[CH:10][CH:9]=2)([CH3:4])([CH3:2])[CH3:3]. The catalyst class is: 2.